The task is: Regression/Classification. Given a drug SMILES string, predict its absorption, distribution, metabolism, or excretion properties. Task type varies by dataset: regression for continuous measurements (e.g., permeability, clearance, half-life) or binary classification for categorical outcomes (e.g., BBB penetration, CYP inhibition). Dataset: cyp2d6_veith.. This data is from CYP2D6 inhibition data for predicting drug metabolism from PubChem BioAssay. (1) The molecule is CCOC(=O)c1c(C)[nH]c(C(=O)CSc2nnc(-c3cccs3)n2Cc2ccccc2)c1C. The result is 1 (inhibitor). (2) The drug is CONC(=O)c1cc(OCC(F)(F)F)ccc1OCC(F)(F)F. The result is 0 (non-inhibitor). (3) The compound is O=S(=O)(O)c1cc(O)c2c(O)c(N=Nc3cccc4ccccc34)c(S(=O)(=O)O)cc2c1. The result is 0 (non-inhibitor). (4) The drug is c1ccc([C@H](c2cccc3c2ccc2ccccc23)[C@H](c2ccccc2)c2cccc3c2ccc2ccccc23)cc1. The result is 0 (non-inhibitor). (5) The compound is COc1cc(NC(=O)c2cc3nc(-c4ccccc4)cc(-c4ccccc4)n3n2)cc(OC)c1OC. The result is 0 (non-inhibitor). (6) The compound is CN1C2C=C(N(CCc3c[nH]c4ccccc34)C(=O)c3ccc(Cl)cc3)CC1CC2.Cl. The result is 1 (inhibitor). (7) The drug is O=C(O)[C@@H]1CCCN[C@H]1C(=O)O. The result is 0 (non-inhibitor). (8) The result is 0 (non-inhibitor). The drug is OC[C@@H]1NC[C@@H](O)[C@@H](O)[C@H]1O.